The task is: Regression. Given a peptide amino acid sequence and an MHC pseudo amino acid sequence, predict their binding affinity value. This is MHC class II binding data.. This data is from Peptide-MHC class II binding affinity with 134,281 pairs from IEDB. (1) The peptide sequence is EIDSADKSGCIHNHD. The MHC is DRB1_0401 with pseudo-sequence DRB1_0401. The binding affinity (normalized) is 0.0733. (2) The peptide sequence is TFKPFAEYKSDYVYE. The MHC is DRB5_0101 with pseudo-sequence DRB5_0101. The binding affinity (normalized) is 0.386. (3) The peptide sequence is GKIASCLNDNANGYF. The MHC is DRB3_0101 with pseudo-sequence DRB3_0101. The binding affinity (normalized) is 0.656. (4) The peptide sequence is VKIVQKRGIVKENIID. The MHC is DRB1_1301 with pseudo-sequence DRB1_1301. The binding affinity (normalized) is 0. (5) The peptide sequence is GVLFTFVLLLSGQIT. The MHC is DRB1_0101 with pseudo-sequence DRB1_0101. The binding affinity (normalized) is 0.378. (6) The peptide sequence is THSWEYWGAQLNAMK. The binding affinity (normalized) is 0.220. The MHC is HLA-DQA10201-DQB10202 with pseudo-sequence HLA-DQA10201-DQB10202. (7) The peptide sequence is LDSSDTIWMDIEGPP. The MHC is DRB1_0802 with pseudo-sequence DRB1_0802. The binding affinity (normalized) is 0. (8) The peptide sequence is AAATAHTTVYGAFAA. The MHC is HLA-DQA10501-DQB10301 with pseudo-sequence HLA-DQA10501-DQB10301. The binding affinity (normalized) is 0.649. (9) The peptide sequence is LRKAFDAFDREKSGS. The MHC is HLA-DPA10103-DPB10401 with pseudo-sequence HLA-DPA10103-DPB10401. The binding affinity (normalized) is 0.157.